From a dataset of Peptide-MHC class I binding affinity with 185,985 pairs from IEDB/IMGT. Regression. Given a peptide amino acid sequence and an MHC pseudo amino acid sequence, predict their binding affinity value. This is MHC class I binding data. (1) The peptide sequence is NHLPRELIF. The binding affinity (normalized) is 0.351. The MHC is HLA-B38:01 with pseudo-sequence HLA-B38:01. (2) The binding affinity (normalized) is 0.0847. The MHC is HLA-B40:01 with pseudo-sequence HLA-B40:01. The peptide sequence is RPRQRGIPF. (3) The peptide sequence is DEMEECSQHL. The MHC is Patr-B2401 with pseudo-sequence Patr-B2401. The binding affinity (normalized) is 0. (4) The peptide sequence is KELYPLTSL. The MHC is HLA-A23:01 with pseudo-sequence HLA-A23:01. The binding affinity (normalized) is 0.208. (5) The peptide sequence is TVCGGIMFL. The MHC is HLA-A26:01 with pseudo-sequence HLA-A26:01. The binding affinity (normalized) is 0.405. (6) The peptide sequence is ITLWQRPIV. The MHC is HLA-A02:06 with pseudo-sequence HLA-A02:06. The binding affinity (normalized) is 0.238. (7) The peptide sequence is GPKVRTWLF. The MHC is HLA-B27:05 with pseudo-sequence HLA-B27:05. The binding affinity (normalized) is 0.0847.